The task is: Predict the product of the given reaction.. This data is from Forward reaction prediction with 1.9M reactions from USPTO patents (1976-2016). Given the reactants [CH3:1][N:2]([CH3:13])[CH2:3][CH2:4][CH2:5][O:6][C:7]1[CH:8]=[N:9][CH:10]=[CH:11][CH:12]=1.[O:14]=[C:15]([OH:27])[C@@H:16]([C@H:18]([C@H:20]([C@@H:22]([C:24]([OH:26])=[O:25])[OH:23])[OH:21])[OH:19])[OH:17].O, predict the reaction product. The product is: [O:14]=[C:15]([OH:27])[C@@H:16]([C@H:18]([C@H:20]([C@@H:22]([C:24]([OH:26])=[O:25])[OH:23])[OH:21])[OH:19])[OH:17].[CH3:13][N:2]([CH3:1])[CH2:3][CH2:4][CH2:5][O:6][C:7]1[CH:8]=[N:9][CH:10]=[CH:11][CH:12]=1.[CH3:1][N:2]([CH2:3][CH2:4][CH2:5][O:6][C:7]1[CH:8]=[N:9][CH:10]=[CH:11][CH:12]=1)[CH3:13].